From a dataset of Full USPTO retrosynthesis dataset with 1.9M reactions from patents (1976-2016). Predict the reactants needed to synthesize the given product. (1) The reactants are: [F:1][C:2]([F:16])([F:15])[C:3]1[CH:4]=[C:5]([CH:8]=[C:9]([C:11]([F:14])([F:13])[F:12])[CH:10]=1)[CH:6]=O.[C@@H:17]1([NH2:27])[C:26]2[C:21](=[CH:22][CH:23]=[CH:24][CH:25]=2)[CH2:20][CH2:19][CH2:18]1. Given the product [F:1][C:2]([F:16])([F:15])[C:3]1[CH:4]=[C:5]([CH:8]=[C:9]([C:11]([F:14])([F:13])[F:12])[CH:10]=1)[CH2:6][NH:27][C@@H:17]1[C:26]2[C:21](=[CH:22][CH:23]=[CH:24][CH:25]=2)[CH2:20][CH2:19][CH2:18]1, predict the reactants needed to synthesize it. (2) Given the product [C:1]([NH:4][C:5]([CH2:16][CH2:17][C:18]1[CH:23]=[CH:22][C:21]([S:24][C:25]2[CH:30]=[CH:29][C:28]([C:31]3[N:43]=[C:34]([CH:35]([CH3:36])[CH3:37])[O:33][CH:32]=3)=[CH:27][CH:26]=2)=[CH:20][CH:19]=1)([C:11]([O:13][CH2:14][CH3:15])=[O:12])[C:6]([O:8][CH2:9][CH3:10])=[O:7])(=[O:3])[CH3:2], predict the reactants needed to synthesize it. The reactants are: [C:1]([NH:4][C:5]([CH2:16][CH2:17][C:18]1[CH:23]=[CH:22][C:21]([S:24][C:25]2[CH:30]=[CH:29][C:28]([C:31](=O)[CH2:32][O:33][C:34](=O)[CH:35]([CH3:37])[CH3:36])=[CH:27][CH:26]=2)=[CH:20][CH:19]=1)([C:11]([O:13][CH2:14][CH3:15])=[O:12])[C:6]([O:8][CH2:9][CH3:10])=[O:7])(=[O:3])[CH3:2].C([NH2:43])(=O)C.B(F)(F)F.CCOCC. (3) Given the product [F:1][C:2]1[CH:7]=[CH:6][C:5]([NH+:8]([O-:36])[C:9]([N:11]2[CH:20]([C:21]3[CH:26]=[CH:25][C:24]([C:27]([F:28])([F:30])[F:29])=[CH:23][CH:22]=3)[C:19]3[N:18]=[CH:17][CH:16]=[CH:15][C:14]=3[CH2:13][CH2:12]2)=[O:10])=[CH:4][CH:3]=1, predict the reactants needed to synthesize it. The reactants are: [F:1][C:2]1[CH:7]=[CH:6][C:5]([NH:8][C:9]([N:11]2[CH:20]([C:21]3[CH:26]=[CH:25][C:24]([C:27]([F:30])([F:29])[F:28])=[CH:23][CH:22]=3)[C:19]3[N:18]=[CH:17][CH:16]=[CH:15][C:14]=3[CH2:13][CH2:12]2)=[O:10])=[CH:4][CH:3]=1.ClC1C=C(C=CC=1)C(OO)=[O:36].